The task is: Predict the reaction yield, written as a fraction of the theoretical maximum amount of product (1.0 means a 100% yield; for example, 0.34 means a 34% yield).. This data is from Reaction yield outcomes from USPTO patents with 853,638 reactions. (1) The reactants are [C:1]1([C:7]2[NH:11][N:10]=[C:9]([C:12]([NH:14][CH2:15][C:16]([OH:18])=O)=[O:13])[CH:8]=2)[CH:6]=[CH:5][CH:4]=[CH:3][CH:2]=1.CCN(C(C)C)C(C)C.C1C=CC2N(O)N=NC=2C=1.CCN=C=NCCCN(C)C.Cl.Cl.Cl.[C:52]([C:56]1[CH:61]=[CH:60][CH:59]=[CH:58][C:57]=1[NH:62][CH:63]1[CH2:68][CH2:67][NH:66][CH2:65][CH2:64]1)([CH3:55])([CH3:54])[CH3:53]. The catalyst is CN(C=O)C.O. The product is [C:52]([C:56]1[CH:61]=[CH:60][CH:59]=[CH:58][C:57]=1[NH:62][CH:63]1[CH2:68][CH2:67][N:66]([C:16](=[O:18])[CH2:15][NH:14][C:12]([C:9]2[CH:8]=[C:7]([C:1]3[CH:2]=[CH:3][CH:4]=[CH:5][CH:6]=3)[NH:11][N:10]=2)=[O:13])[CH2:65][CH2:64]1)([CH3:55])([CH3:53])[CH3:54]. The yield is 0.490. (2) The reactants are O[CH:2]([C:5]1[CH:10]=[CH:9][CH:8]=[C:7]([N+:11]([O-:13])=[O:12])[CH:6]=1)[C:3]#[N:4].N1C=CC=CC=1.S(Cl)([Cl:22])=O. The catalyst is C(OCC)C. The product is [Cl:22][CH:2]([C:5]1[CH:10]=[CH:9][CH:8]=[C:7]([N+:11]([O-:13])=[O:12])[CH:6]=1)[C:3]#[N:4]. The yield is 0.890. (3) The reactants are [CH2:1]([NH2:4])[CH2:2][NH2:3].Cl.Br[C:7]1[CH:12]=[CH:11][N:10]=[CH:9][CH:8]=1.C(=O)([O-])[O-].[K+].[K+]. No catalyst specified. The product is [N:10]1[CH:11]=[CH:12][C:7]([NH:3][CH2:2][CH2:1][NH2:4])=[CH:8][CH:9]=1. The yield is 0.770. (4) The reactants are C=O.[C:3]([BH3-])#N.[Na+].[CH3:7][O:8][C:9]1[CH:10]=[C:11]2[C:16](=[CH:17][C:18]=1[O:19][CH2:20][CH:21]1[CH2:26][CH2:25][NH:24][CH2:23][CH2:22]1)[N:15]=[CH:14][N:13]([CH2:27][O:28][C:29](=[O:34])[C:30]([CH3:33])([CH3:32])[CH3:31])[C:12]2=[O:35]. The yield is 0.820. The product is [CH3:7][O:8][C:9]1[CH:10]=[C:11]2[C:16](=[CH:17][C:18]=1[O:19][CH2:20][CH:21]1[CH2:22][CH2:23][N:24]([CH3:3])[CH2:25][CH2:26]1)[N:15]=[CH:14][N:13]([CH2:27][O:28][C:29](=[O:34])[C:30]([CH3:31])([CH3:32])[CH3:33])[C:12]2=[O:35]. The catalyst is C1COCC1.CO. (5) The reactants are [O:1]=[C:2]1[C:10]2[C:5](=[C:6]([N:11]3[CH2:16][CH2:15][CH2:14][C@@H:13]([C:17](O)=[O:18])[CH2:12]3)[CH:7]=[CH:8][CH:9]=2)[C:4](=[O:20])[N:3]1[CH2:21][C:22]1[CH:27]=[CH:26][N:25]=[CH:24][CH:23]=1.[C:28]12([CH2:38][NH2:39])[CH2:37][CH:32]3[CH2:33][CH:34]([CH2:36][CH:30]([CH2:31]3)[CH2:29]1)[CH2:35]2.F[P-](F)(F)(F)(F)F.N1(O[P+](N(C)C)(N(C)C)N(C)C)C2C=CC=CC=2N=N1. The catalyst is C1COCC1. The product is [C:28]12([CH2:38][NH:39][C:17]([C@@H:13]3[CH2:14][CH2:15][CH2:16][N:11]([C:6]4[CH:7]=[CH:8][CH:9]=[C:10]5[C:5]=4[C:4](=[O:20])[N:3]([CH2:21][C:22]4[CH:27]=[CH:26][N:25]=[CH:24][CH:23]=4)[C:2]5=[O:1])[CH2:12]3)=[O:18])[CH2:35][CH:34]3[CH2:33][CH:32]([CH2:31][CH:30]([CH2:36]3)[CH2:29]1)[CH2:37]2. The yield is 1.00. (6) The yield is 0.890. The catalyst is C(O)C.O.[Zn].[OH-].[NH4+]. The reactants are Cl.[NH2:2]O.C([O-])(=O)C.[NH4+].[NH:9]1[C:17]2[C:12](=[CH:13][CH:14]=[CH:15][C:16]=2[CH:18]=O)[CH:11]=[CH:10]1. The product is [NH:9]1[C:17]2[C:12](=[CH:13][CH:14]=[CH:15][C:16]=2[CH2:18][NH2:2])[CH:11]=[CH:10]1. (7) The reactants are [CH3:1][C@H:2]([C@@:10]([OH:25])([C:17]1[CH:18]=[CH:19][C:20]([F:24])=[CH:21][C:22]=1[F:23])[CH2:11][N:12]1[N:16]=[CH:15][N:14]=[CH:13]1)[C:3]1[N:8]=[CH:7][N:6]=[CH:5][C:4]=1[F:9].[C@@]12(CS([O-])(=O)=O)C(C)(C)C(CC1)CC2=O.C(=O)(O)[O-].[Na+].C(O)(C)C. The catalyst is C(OCC)(=O)C. The product is [CH3:1][C@H:2]([C@@:10]([OH:25])([C:17]1[CH:18]=[CH:19][C:20]([F:24])=[CH:21][C:22]=1[F:23])[CH2:11][N:12]1[N:16]=[CH:15][N:14]=[CH:13]1)[C:3]1[N:8]=[CH:7][N:6]=[CH:5][C:4]=1[F:9]. The yield is 0.814. (8) The reactants are [NH2:1][C:2]1[CH:3]=[C:4]([CH:21]=[CH:22][C:23]=1[F:24])[O:5][C:6]1[CH:7]=[CH:8][C:9]2[N:10]([CH:12]=[C:13]([NH:15][C:16]([CH:18]3[CH2:20][CH2:19]3)=[O:17])[N:14]=2)[N:11]=1.[CH3:25][N:26]1[CH:30]=[CH:29][N:28]=[C:27]1[C:31](O)=[O:32].Cl.C(N=C=NCCCN(C)C)C.ON1C2C=CC=CC=2N=N1.C(=O)([O-])O.[Na+]. The catalyst is CN(C)C=O. The product is [CH:18]1([C:16]([NH:15][C:13]2[N:14]=[C:9]3[CH:8]=[CH:7][C:6]([O:5][C:4]4[CH:21]=[CH:22][C:23]([F:24])=[C:2]([NH:1][C:31]([C:27]5[N:26]([CH3:25])[CH:30]=[CH:29][N:28]=5)=[O:32])[CH:3]=4)=[N:11][N:10]3[CH:12]=2)=[O:17])[CH2:20][CH2:19]1. The yield is 0.120.